This data is from Reaction yield outcomes from USPTO patents with 853,638 reactions. The task is: Predict the reaction yield, written as a fraction of the theoretical maximum amount of product (1.0 means a 100% yield; for example, 0.34 means a 34% yield). The reactants are C[Si]([C:5]#[N:6])(C)C.CN(C)C(Cl)=O.[N:13]([CH2:16][C:17]1[CH:18]=[CH:19][C:20]([CH3:24])=[N+:21]([O-])[CH:22]=1)=[N+:14]=[N-:15].C(=O)([O-])O.[Na+]. The catalyst is C(Cl)Cl.C(OCC)(=O)C. The product is [N:13]([CH2:16][C:17]1[C:22]([C:5]#[N:6])=[N:21][C:20]([CH3:24])=[CH:19][CH:18]=1)=[N+:14]=[N-:15]. The yield is 0.560.